This data is from Peptide-MHC class I binding affinity with 185,985 pairs from IEDB/IMGT. The task is: Regression. Given a peptide amino acid sequence and an MHC pseudo amino acid sequence, predict their binding affinity value. This is MHC class I binding data. The peptide sequence is NSSWPWQIEY. The MHC is Mamu-A2201 with pseudo-sequence Mamu-A2201. The binding affinity (normalized) is 0.371.